Predict the reactants needed to synthesize the given product. From a dataset of Full USPTO retrosynthesis dataset with 1.9M reactions from patents (1976-2016). (1) Given the product [Cl:1][C:2]1[CH:12]=[C:4]([Cl:11])[CH:5]=[CH:6][C:7]=1[NH2:8], predict the reactants needed to synthesize it. The reactants are: [Cl:1][C:2]1[C:7]([N+:8]([O-])=O)=[CH:6][CH:5]=[C:4]([Cl:11])N=1.[CH3:12]C(=O)OCC. (2) The reactants are: Br[C:2]1[CH:3]=[C:4]2[C:9](=[CH:10][CH:11]=1)[C:8](=[O:12])[NH:7][N:6]=[C:5]2[Cl:13].[N:14]1([C:19]2[CH:26]=[CH:25][CH:24]=[CH:23][C:20]=2[CH2:21][NH2:22])[CH:18]=[CH:17][CH:16]=[N:15]1.C1C=CC(P(C2C(C3C(P(C4C=CC=CC=4)C4C=CC=CC=4)=CC=C4C=3C=CC=C4)=C3C(C=CC=C3)=CC=2)C2C=CC=CC=2)=CC=1.CC([O-])(C)C.[Na+]. Given the product [Cl:13][C:5]1[C:4]2[C:9](=[CH:10][CH:11]=[C:2]([NH:22][CH2:21][C:20]3[CH:23]=[CH:24][CH:25]=[CH:26][C:19]=3[N:14]3[CH:18]=[CH:17][CH:16]=[N:15]3)[CH:3]=2)[C:8](=[O:12])[NH:7][N:6]=1, predict the reactants needed to synthesize it. (3) The reactants are: [O:1]=[C:2]([NH:8][C:9]1[CH:10]=[C:11]([CH3:15])[CH:12]=[CH:13][CH:14]=1)/[CH:3]=[CH:4]\[C:5]([OH:7])=O.CCN(CC)CC.ClC(OC)=O.[NH:28]1[CH2:33][CH2:32][O:31][CH2:30][CH2:29]1. Given the product [O:31]1[CH2:32][CH2:33][N:28]([C:5](=[O:7])/[CH:4]=[CH:3]\[C:2]([NH:8][C:9]2[CH:10]=[C:11]([CH3:15])[CH:12]=[CH:13][CH:14]=2)=[O:1])[CH2:29][CH2:30]1, predict the reactants needed to synthesize it. (4) Given the product [F:23][C:19]1[C:20]([F:22])=[CH:21][C:15]2[S:14][C:13]([NH:12][C:10]3[N:9]([CH3:24])[C:8]4[CH:25]=[CH:26][C:5]([C:3]([OH:4])=[O:2])=[CH:6][C:7]=4[N:11]=3)=[N:17][C:16]=2[CH:18]=1, predict the reactants needed to synthesize it. The reactants are: C[O:2][C:3]([C:5]1[CH:26]=[CH:25][C:8]2[N:9]([CH3:24])[C:10]([NH:12][C:13]3[S:14][C:15]4[CH:21]=[C:20]([F:22])[C:19]([F:23])=[CH:18][C:16]=4[N:17]=3)=[N:11][C:7]=2[CH:6]=1)=[O:4].[OH-].[Li+]. (5) Given the product [F:30][C:27]1[CH:28]=[CH:29][C:24]([C:13](=[C:14]2[CH2:15][C:16]([CH3:22])([CH3:23])[CH2:17][C:18]([CH3:20])([CH3:21])[CH2:19]2)[C:10]2[CH:11]=[CH:12][C:7]([C:41]3[CH:42]=[CH:43][O:39][CH:40]=3)=[CH:8][CH:9]=2)=[CH:25][CH:26]=1, predict the reactants needed to synthesize it. The reactants are: FC(F)(F)S(O[C:7]1[CH:12]=[CH:11][C:10]([C:13]([C:24]2[CH:29]=[CH:28][C:27]([F:30])=[CH:26][CH:25]=2)=[C:14]2[CH2:19][C:18]([CH3:21])([CH3:20])[CH2:17][C:16]([CH3:23])([CH3:22])[CH2:15]2)=[CH:9][CH:8]=1)(=O)=O.C([O-])([O-])=O.[Na+].[Na+].[O:39]1[CH:43]=[CH:42][C:41](B(O)O)=[CH:40]1.